Task: Predict the product of the given reaction.. Dataset: Forward reaction prediction with 1.9M reactions from USPTO patents (1976-2016) (1) Given the reactants [NH2:1][C:2]1[CH:3]=[CH:4][C:5]([F:26])=[C:6]([C@:8]2([CH:23]([F:25])[F:24])[C@@H:14]3[C@@H:12]([CH2:13]3)[O:11][C:10]([NH:15][C:16](=[O:22])[O:17][C:18]([CH3:21])([CH3:20])[CH3:19])=[N:9]2)[CH:7]=1.C(N(CC)CC)C.[Cl:34][C:35]1[CH:36]=[CH:37][C:38]([S:41](Cl)(=[O:43])=[O:42])=[N:39][CH:40]=1, predict the reaction product. The product is: [Cl:34][C:35]1[CH:36]=[CH:37][C:38]([S:41]([NH:1][C:2]2[CH:3]=[CH:4][C:5]([F:26])=[C:6]([C@:8]3([CH:23]([F:25])[F:24])[C@@H:14]4[C@@H:12]([CH2:13]4)[O:11][C:10]([NH:15][C:16](=[O:22])[O:17][C:18]([CH3:20])([CH3:21])[CH3:19])=[N:9]3)[CH:7]=2)(=[O:43])=[O:42])=[N:39][CH:40]=1. (2) Given the reactants Br[CH2:2][C:3]1[C:8]2[C:9]([C:12]3[CH:17]=[CH:16][C:15]([O:18][CH3:19])=[CH:14][CH:13]=3)=[N:10][O:11][C:7]=2[C:6]([O:20]C(=O)C(C)(C)C)=[C:5]([C:27]([O:29][CH2:30][CH3:31])=[O:28])[N:4]=1.[NH:32]1[CH:36]=[CH:35][CH:34]=[N:33]1.C1(C)C=CC=CC=1, predict the reaction product. The product is: [N:32]1([CH2:2][C:3]2[C:8]3[C:9]([C:12]4[CH:13]=[CH:14][C:15]([O:18][CH3:19])=[CH:16][CH:17]=4)=[N:10][O:11][C:7]=3[C:6]([OH:20])=[C:5]([C:27]([O:29][CH2:30][CH3:31])=[O:28])[N:4]=2)[CH:36]=[CH:35][CH:34]=[N:33]1. (3) Given the reactants [Br:1][C:2]1[CH:3]=[CH:4][C:5]2[O:9][CH:8]=[CH:7][C:6]=2[CH:10]=1.[C:11]([O:15][C:16]([N:18]1[CH2:23][CH2:22][CH2:21][CH2:20][CH:19]1[C:24](=[O:29])N(OC)C)=[O:17])([CH3:14])([CH3:13])[CH3:12], predict the reaction product. The product is: [C:11]([O:15][C:16]([N:18]1[CH2:23][CH2:22][CH2:21][CH2:20][CH:19]1[C:24]([C:8]1[O:9][C:5]2[CH:4]=[CH:3][C:2]([Br:1])=[CH:10][C:6]=2[CH:7]=1)=[O:29])=[O:17])([CH3:14])([CH3:13])[CH3:12]. (4) The product is: [F:23][C:4]([F:3])([F:22])[C:5]1[CH:6]=[C:7]([C@H:15]2[O:19][C:18](=[O:20])[N:17]([CH2:44][C:35]3[CH:36]=[C:37]([C:40]([F:41])([F:42])[F:43])[CH:38]=[CH:39][C:34]=3[C:28]3[CH:29]=[C:30]([CH:31]([CH3:33])[CH3:32])[C:25]([F:24])=[CH:26][C:27]=3[OH:46])[C@H:16]2[CH3:21])[CH:8]=[C:9]([C:11]([F:12])([F:13])[F:14])[CH:10]=1. Given the reactants [H-].[Na+].[F:3][C:4]([F:23])([F:22])[C:5]1[CH:6]=[C:7]([C@H:15]2[O:19][C:18](=[O:20])[NH:17][C@H:16]2[CH3:21])[CH:8]=[C:9]([C:11]([F:14])([F:13])[F:12])[CH:10]=1.[F:24][C:25]1[C:30]([CH:31]([CH3:33])[CH3:32])=[CH:29][C:28]([C:34]2[CH:39]=[CH:38][C:37]([C:40]([F:43])([F:42])[F:41])=[CH:36][C:35]=2[CH2:44]I)=[C:27]([O:46]C2CCCCO2)[CH:26]=1.C1(C)C=CC(S(O)(=O)=O)=CC=1, predict the reaction product. (5) Given the reactants [C:1]([C:3]1[CH:8]=[CH:7][C:6]([NH:9][CH:10]([C:15]2[CH:20]=[C:19]([CH:21]=O)[CH:18]=[C:17]([CH:23]=[O:24])[CH:16]=2)[C:11]([O:13][CH3:14])=[O:12])=[CH:5][CH:4]=1)#[N:2].[C:25](=O)([O-])[O-].[K+].[K+], predict the reaction product. The product is: [C:1]([C:3]1[CH:4]=[CH:5][C:6]([NH:9][CH:10]([C:15]2[CH:20]=[C:19]([CH:21]=[CH2:25])[CH:18]=[C:17]([CH:23]=[O:24])[CH:16]=2)[C:11]([O:13][CH3:14])=[O:12])=[CH:7][CH:8]=1)#[N:2]. (6) Given the reactants CS[C:3]1[CH:10]=[CH:9][C:6]([C:7]#[N:8])=[CH:5][CH:4]=1.[Mn]([O-])(=O)(=O)=O.[K+].[OH:17][S:18]([O-:20])=O.[Na+].[CH3:22]C(O)=O, predict the reaction product. The product is: [CH3:22][S:18]([C:3]1[CH:10]=[CH:9][C:6]([C:7]#[N:8])=[CH:5][CH:4]=1)(=[O:20])=[O:17].